From a dataset of Peptide-MHC class I binding affinity with 185,985 pairs from IEDB/IMGT. Regression. Given a peptide amino acid sequence and an MHC pseudo amino acid sequence, predict their binding affinity value. This is MHC class I binding data. The peptide sequence is SSRMYCSFY. The MHC is HLA-A29:02 with pseudo-sequence HLA-A29:02. The binding affinity (normalized) is 0.664.